From a dataset of Full USPTO retrosynthesis dataset with 1.9M reactions from patents (1976-2016). Predict the reactants needed to synthesize the given product. (1) Given the product [F:22][C:11]1[CH:12]=[N:13][C:14]2[C:19]([C:10]=1[CH2:9][CH2:8][N:6]1[CH2:5][C@@H:4]([OH:23])[C@H:3]([CH2:2][NH:1][CH2:35][C:32]3[CH:33]=[CH:34][C:28]4[S:27][CH2:26][C:25](=[O:24])[NH:30][C:29]=4[N:31]=3)[CH2:7]1)=[N:18][C:17]([O:20][CH3:21])=[CH:16][CH:15]=2, predict the reactants needed to synthesize it. The reactants are: [NH2:1][CH2:2][C@@H:3]1[CH2:7][N:6]([CH2:8][CH2:9][C:10]2[C:19]3[C:14](=[CH:15][CH:16]=[C:17]([O:20][CH3:21])[N:18]=3)[N:13]=[CH:12][C:11]=2[F:22])[CH2:5][C@H:4]1[OH:23].[O:24]=[C:25]1[NH:30][C:29]2[N:31]=[C:32]([CH:35]=O)[CH:33]=[CH:34][C:28]=2[S:27][CH2:26]1.[BH-](OC(C)=O)(OC(C)=O)OC(C)=O.[Na+]. (2) Given the product [F:47][C:48]1[CH:49]=[CH:50][C:51]([N:57]2[CH:61]=[CH:60][CH:59]=[N:58]2)=[C:52]([CH:56]=1)[C:53]([NH:44][C@H:40]1[CH2:41][CH2:42][CH2:43][C@@H:39]1[NH:38][C:35]1[CH:34]=[N:33][C:32]([C:31]([F:30])([F:45])[F:46])=[CH:37][N:36]=1)=[O:54], predict the reactants needed to synthesize it. The reactants are: COC1C=CC(C)=CC=1C(N[C@H]1CCC[C@@H]1NC1C=NC(C(F)(F)F)=CN=1)=O.Cl.[F:30][C:31]([F:46])([F:45])[C:32]1[N:33]=[CH:34][C:35]([NH:38][C@H:39]2[CH2:43][CH2:42][CH2:41][C@@H:40]2[NH2:44])=[N:36][CH:37]=1.[F:47][C:48]1[CH:49]=[CH:50][C:51]([N:57]2[CH:61]=[CH:60][CH:59]=[N:58]2)=[C:52]([CH:56]=1)[C:53](O)=[O:54]. (3) Given the product [Br:1][C:2]1[C:3]([O:12][CH:14]([CH3:16])[CH3:15])=[N:4][CH:5]=[C:6]([CH:11]=1)[C:7]([O:9][CH3:10])=[O:8], predict the reactants needed to synthesize it. The reactants are: [Br:1][C:2]1[C:3]([OH:12])=[N:4][CH:5]=[C:6]([CH:11]=1)[C:7]([O:9][CH3:10])=[O:8].I[CH:14]([CH3:16])[CH3:15]. (4) Given the product [C:21]([C:18]1[N:19]=[CH:20][C:15]([C:8]2[CH:9]=[CH:10][C:5]([C:3]([O:2][CH3:1])=[O:4])=[CH:6][CH:7]=2)=[CH:16][CH:17]=1)#[N:22], predict the reactants needed to synthesize it. The reactants are: [CH3:1][O:2][C:3]([C:5]1[CH:10]=[CH:9][C:8](B(O)O)=[CH:7][CH:6]=1)=[O:4].Br[C:15]1[CH:16]=[CH:17][C:18]([C:21]#[N:22])=[N:19][CH:20]=1.C(=O)([O-])[O-].[K+].[K+]. (5) Given the product [Cl:1][C:2]1[CH:3]=[CH:4][C:5]([O:15][CH2:16][C:17]2[CH:22]=[CH:21][C:20]([Br:23])=[CH:19][C:18]=2[F:24])=[C:6]([C:8]2[N:25]([C:26]3[CH:27]=[C:28]([CH:32]=[C:33]([Br:35])[CH:34]=3)[C:29]([OH:31])=[O:30])[C:11]([CH3:12])=[CH:10][CH:9]=2)[CH:7]=1, predict the reactants needed to synthesize it. The reactants are: [Cl:1][C:2]1[CH:3]=[CH:4][C:5]([O:15][CH2:16][C:17]2[CH:22]=[CH:21][C:20]([Br:23])=[CH:19][C:18]=2[F:24])=[C:6]([C:8](=O)[CH2:9][CH2:10][C:11](=O)[CH3:12])[CH:7]=1.[NH2:25][C:26]1[CH:27]=[C:28]([CH:32]=[C:33]([Br:35])[CH:34]=1)[C:29]([OH:31])=[O:30].CC1C=CC(S(O)(=O)=O)=CC=1. (6) Given the product [Br-:13].[Cl:1][C:2]1[CH:3]=[CH:4][C:5]([N+:8]2[CH:12]=[CH:11][N:10]([CH2:14][CH2:15][CH3:16])[CH:9]=2)=[CH:6][CH:7]=1, predict the reactants needed to synthesize it. The reactants are: [Cl:1][C:2]1[CH:7]=[CH:6][C:5]([N:8]2[CH:12]=[CH:11][N:10]=[CH:9]2)=[CH:4][CH:3]=1.[Br:13][CH2:14][CH2:15][CH3:16]. (7) Given the product [Br:33][C:34]1[N:35]=[C:36]([CH2:40][N:9]2[C:10]3[C:15](=[CH:14][CH:13]=[C:12]([F:18])[CH:11]=3)[C:16](=[O:17])[C:7]([C:5](=[O:6])[C:4]3[CH:19]=[CH:20][C:21]([CH3:22])=[C:2]([CH3:1])[CH:3]=3)=[CH:8]2)[CH:37]=[CH:38][CH:39]=1.[CH3:1][C:2]1[CH:3]=[C:4]([CH:19]=[CH:20][C:21]=1[CH3:22])[C:5]([C:7]1[C:16](=[O:17])[C:15]2[C:10](=[CH:11][C:12]([F:18])=[CH:13][CH:14]=2)[N:9]([CH2:43][C:44]2[CH:40]=[CH:36][CH:37]=[C:46]([CH3:23])[CH:45]=2)[CH:8]=1)=[O:6], predict the reactants needed to synthesize it. The reactants are: [CH3:1][C:2]1[CH:3]=[C:4]([CH:19]=[CH:20][C:21]=1[CH3:22])[C:5]([C:7]1[C:16](=[O:17])[C:15]2[C:10](=[CH:11][C:12]([F:18])=[CH:13][CH:14]=2)[NH:9][CH:8]=1)=[O:6].[CH3:23][Si](C)(C)[N-][Si](C)(C)C.[K+].[Br:33][C:34]1[CH:39]=[CH:38][CH:37]=[C:36]([CH2:40]Br)[N:35]=1.O1[CH2:46][CH2:45][CH2:44][CH2:43]1. (8) Given the product [CH3:38][O:39][NH:40][C:34]([CH:31]1[CH2:32][CH2:33][N:28]([C:9]2[C:8]([C:5]3[CH:4]=[CH:3][C:2]([F:1])=[CH:7][CH:6]=3)=[C:13]([C:14]3[CH:19]=[CH:18][C:17]([S:20]([CH3:23])(=[O:22])=[O:21])=[CH:16][CH:15]=3)[N:12]=[C:11]([C:24]([F:25])([F:27])[F:26])[N:10]=2)[CH2:29][CH2:30]1)=[O:36], predict the reactants needed to synthesize it. The reactants are: [F:1][C:2]1[CH:7]=[CH:6][C:5]([C:8]2[C:9]([N:28]3[CH2:33][CH2:32][CH:31]([C:34]([OH:36])=O)[CH2:30][CH2:29]3)=[N:10][C:11]([C:24]([F:27])([F:26])[F:25])=[N:12][C:13]=2[C:14]2[CH:19]=[CH:18][C:17]([S:20]([CH3:23])(=[O:22])=[O:21])=[CH:16][CH:15]=2)=[CH:4][CH:3]=1.Cl.[CH3:38][O:39][NH2:40].Cl.CN(C)CCCN=C=NCC.ON1C2C=CC=CC=2N=N1.C(N(C(C)C)CC)(C)C. (9) Given the product [F:1][C:2]1[CH:7]=[C:6]([I:8])[CH:5]=[CH:4][C:3]=1[NH:9][S:17]([CH3:16])(=[O:19])=[O:18], predict the reactants needed to synthesize it. The reactants are: [F:1][C:2]1[CH:7]=[C:6]([I:8])[CH:5]=[CH:4][C:3]=1[NH2:9].N1C=CC=CC=1.[CH3:16][S:17](Cl)(=[O:19])=[O:18].Cl. (10) Given the product [C:1]([O:5][C:6]([N:8]1[C:16]2[C:11](=[CH:12][CH:13]=[C:14]([OH:17])[CH:15]=2)[CH:10]=[C:9]1[C:25]1[C:26]2[S:39][C:38]([C:40]3[CH:41]=[CH:42][CH:43]=[CH:44][CH:45]=3)=[CH:37][C:27]=2[N:28]([C:30]([O:32][C:33]([CH3:36])([CH3:35])[CH3:34])=[O:31])[N:29]=1)=[O:7])([CH3:2])([CH3:3])[CH3:4], predict the reactants needed to synthesize it. The reactants are: [C:1]([O:5][C:6]([N:8]1[C:16]2[C:11](=[CH:12][CH:13]=[C:14]([O:17][Si](C(C)(C)C)(C)C)[CH:15]=2)[CH:10]=[C:9]1[C:25]1[C:26]2[S:39][C:38]([C:40]3[CH:45]=[CH:44][CH:43]=[CH:42][CH:41]=3)=[CH:37][C:27]=2[N:28]([C:30]([O:32][C:33]([CH3:36])([CH3:35])[CH3:34])=[O:31])[N:29]=1)=[O:7])([CH3:4])([CH3:3])[CH3:2].[F-].C([N+](CCCC)(CCCC)CCCC)CCC.